From a dataset of Forward reaction prediction with 1.9M reactions from USPTO patents (1976-2016). Predict the product of the given reaction. (1) Given the reactants [CH2:1]([O:4][N:5]([C@H:18]1[CH2:23][N:22](C(OC(C)(C)C)=O)[C@H:21]([CH2:31][O:32][CH3:33])[CH:20]=[C:19]1[C:34](=[O:36])[NH2:35])[S:6]([C:9]1[CH:14]=[CH:13][CH:12]=[CH:11][C:10]=1[N+:15]([O-:17])=[O:16])(=[O:8])=[O:7])[CH:2]=[CH2:3].FC(F)(F)C(O)=O, predict the reaction product. The product is: [CH2:1]([O:4][N:5]([C@@H:18]1[C:19]([C:34]([NH2:35])=[O:36])=[CH:20][C@@H:21]([CH2:31][O:32][CH3:33])[NH:22][CH2:23]1)[S:6]([C:9]1[CH:14]=[CH:13][CH:12]=[CH:11][C:10]=1[N+:15]([O-:17])=[O:16])(=[O:8])=[O:7])[CH:2]=[CH2:3]. (2) Given the reactants [C:1](Cl)([CH3:3])=[O:2].[C:5]([SiH2:9][O:10][C:11]([CH3:23])([CH3:22])[C:12]1[CH:13]=[C:14]([CH2:19][CH2:20][NH2:21])[CH:15]=[CH:16][C:17]=1[Cl:18])([CH3:8])([CH3:7])[CH3:6].CCN(C(C)C)C(C)C.[NH4+].[Cl-], predict the reaction product. The product is: [C:5]([SiH2:9][O:10][C:11]([CH3:23])([CH3:22])[C:12]1[CH:13]=[C:14]([CH2:19][CH2:20][NH:21][C:1](=[O:2])[CH3:3])[CH:15]=[CH:16][C:17]=1[Cl:18])([CH3:8])([CH3:7])[CH3:6].